This data is from Full USPTO retrosynthesis dataset with 1.9M reactions from patents (1976-2016). The task is: Predict the reactants needed to synthesize the given product. (1) Given the product [NH:5]([C:43]([C@H:40]1[CH2:41][CH2:42][C@H:37]([NH:36][C:26](=[O:27])[O:28][CH2:29][C:30]2[CH:35]=[CH:34][CH:33]=[CH:32][CH:31]=2)[CH2:38][CH2:39]1)=[O:45])[NH2:6], predict the reactants needed to synthesize it. The reactants are: O.NN.O[N:5]1C2C=CC=CC=2N=[N:6]1.Cl.C(N=C=NCCCN(C)C)C.[C:26]([NH:36][C@H:37]1[CH2:42][CH2:41][C@H:40]([C:43]([OH:45])=O)[CH2:39][CH2:38]1)([O:28][CH2:29][C:30]1[CH:35]=[CH:34][CH:33]=[CH:32][CH:31]=1)=[O:27]. (2) Given the product [Br:1][C:2]1[CH:3]=[CH:4][C:5]([N:8]2[CH2:9][CH2:10][CH:11]([CH2:14][CH2:15][NH:16][C:18](=[O:19])[O:20][CH2:21][CH3:22])[CH2:12][CH2:13]2)=[N:6][CH:7]=1, predict the reactants needed to synthesize it. The reactants are: [Br:1][C:2]1[CH:3]=[CH:4][C:5]([N:8]2[CH2:13][CH2:12][CH:11]([CH2:14][CH2:15][NH2:16])[CH2:10][CH2:9]2)=[N:6][CH:7]=1.Cl[C:18]([O:20][CH2:21][CH3:22])=[O:19].C(N(CC)C(C)C)(C)C.